This data is from Reaction yield outcomes from USPTO patents with 853,638 reactions. The task is: Predict the reaction yield, written as a fraction of the theoretical maximum amount of product (1.0 means a 100% yield; for example, 0.34 means a 34% yield). (1) The reactants are Cl[CH2:2][C:3]1[N:12]([C:13]2[CH:18]=[CH:17][CH:16]=[CH:15][C:14]=2[Cl:19])[C:11](=[O:20])[C:10]2[C:5](=[CH:6][CH:7]=[CH:8][C:9]=2[CH3:21])[N:4]=1.[N:22]1[C:30]([NH2:31])=[C:29]2[C:25]([N:26]=[CH:27][NH:28]2)=[N:24][CH:23]=1.C([O-])([O-])=O.[K+].[K+]. The catalyst is CN(C=O)C. The product is [NH2:31][C:30]1[N:22]=[CH:23][N:24]=[C:25]2[C:29]=1[N:28]=[CH:27][N:26]2[CH2:2][C:3]1[N:12]([C:13]2[CH:18]=[CH:17][CH:16]=[CH:15][C:14]=2[Cl:19])[C:11](=[O:20])[C:10]2[C:5](=[CH:6][CH:7]=[CH:8][C:9]=2[CH3:21])[N:4]=1. The yield is 0.280. (2) The reactants are N1C=CC=CC=1.[CH3:7][O:8][CH2:9][C:10](Cl)=[O:11].[NH2:13][C:14]1[C:23]([Br:24])=[CH:22][CH:21]=[CH:20][C:15]=1[C:16]([NH:18][CH3:19])=[O:17].Cl. No catalyst specified. The product is [Br:24][C:23]1[C:14]([NH:13][C:10](=[O:11])[CH2:9][O:8][CH3:7])=[C:15]([CH:20]=[CH:21][CH:22]=1)[C:16]([NH:18][CH3:19])=[O:17]. The yield is 0.580. (3) The reactants are [NH2:1][C:2]1[CH:7]=[C:6]([Cl:8])[CH:5]=[CH:4][C:3]=1[S:9]([NH2:12])(=[O:11])=[O:10].[Cl:13][C:14]1[CH:15]=[C:16](/[CH:21]=[CH:22]/[S:23](Cl)(=[O:25])=[O:24])[CH:17]=[CH:18][C:19]=1[Cl:20].C(N(CC)CC)C. The catalyst is ClCCl. The product is [Cl:8][C:6]1[CH:5]=[CH:4][C:3]([S:9]([NH2:12])(=[O:11])=[O:10])=[C:2]([NH:1][S:23](/[CH:22]=[CH:21]/[C:16]2[CH:17]=[CH:18][C:19]([Cl:20])=[C:14]([Cl:13])[CH:15]=2)(=[O:25])=[O:24])[CH:7]=1. The yield is 0.910. (4) The reactants are Br[C:2]1[CH:7]=[CH:6][C:5]([O:8][C:9]([F:12])([F:11])[F:10])=[CH:4][C:3]=1[F:13].C([Mg]Br)(C)C.[C:19](=[O:21])=[O:20]. The catalyst is C1COCC1. The product is [F:13][C:3]1[CH:4]=[C:5]([O:8][C:9]([F:12])([F:11])[F:10])[CH:6]=[CH:7][C:2]=1[C:19]([OH:21])=[O:20]. The yield is 0.870. (5) The reactants are [CH3:1][N:2]1[CH2:7][CH:6]=[C:5](B2OC(C)(C)C(C)(C)O2)[CH2:4][CH2:3]1.[O-]P([O-])([O-])=O.[K+].[K+].[K+].[CH2:25]([O:32][C:33]([NH:35][C:36]1[C:37]([C:47]([NH:49][C:50]2[CH:51]=[N:52][CH:53]=[CH:54][C:55]=2[N:56]2[CH2:61][C@H:60]([CH3:62])[C@H:59]([NH:63][C:64](=[O:67])[O:65][CH3:66])[C@H:58]([NH:68][C:69](=[O:75])[O:70][C:71]([CH3:74])([CH3:73])[CH3:72])[CH2:57]2)=[O:48])=[N:38][C:39]2[C:44]([CH:45]=1)=[CH:43][CH:42]=[C:41](Br)[CH:40]=2)=[O:34])[C:26]1[CH:31]=[CH:30][CH:29]=[CH:28][CH:27]=1. The catalyst is O1CCOCC1.C1(P(C2CCCCC2)C2C=CC=CC=2C2C(C(C)C)=CC(C(C)C)=CC=2C(C)C)CCCCC1.NC1C=CC=CC=1C1C=CC=CC=1[Pd]Cl. The product is [CH2:25]([O:32][C:33]([NH:35][C:36]1[C:37]([C:47]([NH:49][C:50]2[CH:51]=[N:52][CH:53]=[CH:54][C:55]=2[N:56]2[CH2:61][C@H:60]([CH3:62])[C@H:59]([NH:63][C:64](=[O:67])[O:65][CH3:66])[C@H:58]([NH:68][C:69](=[O:75])[O:70][C:71]([CH3:74])([CH3:73])[CH3:72])[CH2:57]2)=[O:48])=[N:38][C:39]2[C:44]([CH:45]=1)=[CH:43][CH:42]=[C:41]([C:5]1[CH2:6][CH2:7][N:2]([CH3:1])[CH2:3][CH:4]=1)[CH:40]=2)=[O:34])[C:26]1[CH:31]=[CH:30][CH:29]=[CH:28][CH:27]=1. The yield is 0.190.